The task is: Predict which catalyst facilitates the given reaction.. This data is from Catalyst prediction with 721,799 reactions and 888 catalyst types from USPTO. (1) Reactant: C(O[C:6]1[C:14](OC)=[CH:13][C:9]([C:10](O)=[O:11])=[CH:8][C:7]=1OC)CCC.[NH2:19]CC1(N(C)C)CCOCC1.C(N(C(C)C)CC)(C)C.C[NH3+].F[P-](F)(F)(F)(F)F.N1(OC(N(C)C)=[N+](C)C)C2N=CC=CC=2N=N1.F[P-](F)(F)(F)(F)F. Product: [C:10]([NH2:19])(=[O:11])[C:9]1[CH:13]=[CH:14][CH:6]=[CH:7][CH:8]=1. The catalyst class is: 3. (2) Product: [CH2:17]([O:16][C:13]1[CH:14]=[CH:15][C:10]([CH2:9][OH:8])=[C:11]([Cl:24])[CH:12]=1)[C:18]1[CH:19]=[CH:20][CH:21]=[CH:22][CH:23]=1. Reactant: C([O:8][C:9](=O)[C:10]1[CH:15]=[CH:14][C:13]([O:16][CH2:17][C:18]2[CH:23]=[CH:22][CH:21]=[CH:20][CH:19]=2)=[CH:12][C:11]=1[Cl:24])C1C=CC=CC=1.CC(C[AlH]CC(C)C)C.C1(C)C=CC=CC=1. The catalyst class is: 1. (3) Reactant: [CH3:1][Mg]I.[Cl:4][C:5]1[CH:6]=[C:7]([C:11]2[O:15][N:14]=[C:13]([CH:16]=[O:17])[N:12]=2)[CH:8]=[CH:9][CH:10]=1.Cl. Product: [Cl:4][C:5]1[CH:6]=[C:7]([C:11]2[O:15][N:14]=[C:13]([CH:16]([OH:17])[CH3:1])[N:12]=2)[CH:8]=[CH:9][CH:10]=1. The catalyst class is: 1. (4) Reactant: C([Li])CCC.[F:6][C:7]1[CH:12]=[CH:11][C:10]([CH3:13])=[CH:9][N:8]=1.[I:14]I. Product: [F:6][C:7]1[C:12]([I:14])=[CH:11][C:10]([CH3:13])=[CH:9][N:8]=1. The catalyst class is: 1. (5) Reactant: [Br:1][C:2]1[CH:3]=[C:4]([O:27][C:28]2[CH:33]=[CH:32][CH:31]=[CH:30][CH:29]=2)[C:5]([NH:8][C:9]2[S:10][CH:11]=[C:12]([CH:14]3[CH2:19][CH2:18][N:17](C(OC(C)(C)C)=O)[CH2:16][CH2:15]3)[N:13]=2)=[N:6][CH:7]=1.CO.[ClH:36]. Product: [ClH:36].[ClH:36].[Br:1][C:2]1[CH:3]=[C:4]([O:27][C:28]2[CH:33]=[CH:32][CH:31]=[CH:30][CH:29]=2)[C:5]([NH:8][C:9]2[S:10][CH:11]=[C:12]([CH:14]3[CH2:19][CH2:18][NH:17][CH2:16][CH2:15]3)[N:13]=2)=[N:6][CH:7]=1. The catalyst class is: 135. (6) Reactant: [CH3:1][C:2](=[CH2:5])[CH2:3][OH:4].CC(N=NC(C#N)(C)C)(C#N)C.[Cl:18][C:19]1[CH:24]=[CH:23][C:22]([SH:25])=[CH:21][CH:20]=1.[C:26]1(=[O:31])[CH2:30][CH2:29][CH2:28][CH2:27]1.CC1C=CC(S(O)(=O)=[O:40])=CC=1. Product: [Cl:18][C:19]1[CH:24]=[CH:23][C:22]([S:25][CH2:5][C:2]2([CH3:1])[CH2:3][O:4][C:26]3([CH2:30][CH2:29][CH2:28][CH2:27]3)[O:31][O:40]2)=[CH:21][CH:20]=1. The catalyst class is: 245. (7) Reactant: [CH:1]1([NH:5][C:6]([C@@H:8]2[CH2:12][CH2:11][CH2:10][N:9]2[C:13](=[O:30])[CH2:14][O:15][C:16]2[C:25]3[C:20](=[CH:21][C:22]([CH3:26])=[CH:23][CH:24]=3)[N:19]=[C:18]([C:27](O)=[O:28])[CH:17]=2)=[O:7])[CH2:4][CH2:3][CH2:2]1.CCN(C(C)C)C(C)C.CN(C(ON1N=NC2C=CC=NC1=2)=[N+](C)C)C.F[P-](F)(F)(F)(F)F.[CH2:64]([O:68][C:69]([N:71]1[CH2:76][CH2:75][N:74]([C:77](=[O:82])[C@@H:78]([NH2:81])[CH2:79][F:80])[CH2:73][CH2:72]1)=[O:70])[CH2:65][CH2:66][CH3:67].C([O-])(O)=O.[Na+]. Product: [CH2:64]([O:68][C:69]([N:71]1[CH2:72][CH2:73][N:74]([C:77](=[O:82])[C@@H:78]([NH:81][C:27]([C:18]2[CH:17]=[C:16]([O:15][CH2:14][C:13]([N:9]3[CH2:10][CH2:11][CH2:12][C@H:8]3[C:6](=[O:7])[NH:5][CH:1]3[CH2:2][CH2:3][CH2:4]3)=[O:30])[C:25]3[C:20](=[CH:21][C:22]([CH3:26])=[CH:23][CH:24]=3)[N:19]=2)=[O:28])[CH2:79][F:80])[CH2:75][CH2:76]1)=[O:70])[CH2:65][CH2:66][CH3:67]. The catalyst class is: 3.